Dataset: Forward reaction prediction with 1.9M reactions from USPTO patents (1976-2016). Task: Predict the product of the given reaction. (1) Given the reactants I[C:2]1[N:3]=[CH:4][N:5]([C:7]([C:20]2[CH:25]=[CH:24][CH:23]=[CH:22][CH:21]=2)([C:14]2[CH:19]=[CH:18][CH:17]=[CH:16][CH:15]=2)[C:8]2[CH:13]=[CH:12][CH:11]=[CH:10][CH:9]=2)[CH:6]=1.C([Mg]Br)C.CON(C)[C:33](=[O:41])[CH2:34][C:35]1[CH:40]=[CH:39][CH:38]=[CH:37][CH:36]=1, predict the reaction product. The product is: [C:35]1([CH2:34][C:33]([C:2]2[N:3]=[CH:4][N:5]([C:7]([C:20]3[CH:21]=[CH:22][CH:23]=[CH:24][CH:25]=3)([C:14]3[CH:15]=[CH:16][CH:17]=[CH:18][CH:19]=3)[C:8]3[CH:9]=[CH:10][CH:11]=[CH:12][CH:13]=3)[CH:6]=2)=[O:41])[CH:40]=[CH:39][CH:38]=[CH:37][CH:36]=1. (2) Given the reactants [CH2:1]([CH:3]([C:6]1[C:7]2[N:8]([CH:13]=[C:14]([CH3:16])[N:15]=2)[N:9]=[C:10]([CH3:12])[CH:11]=1)[CH2:4][CH3:5])[CH3:2].Br[C:18]1[S:22][C:21]2[CH:23]=[CH:24][C:25]([F:27])=[CH:26][C:20]=2[C:19]=1[CH3:28].C1(P(C2C=CC=CC=2)C2C=CC=CC=2)C=CC=CC=1.C([O-])([O-])=O.[Cs+].[Cs+], predict the reaction product. The product is: [CH2:1]([CH:3]([C:6]1[C:7]2[N:8]([C:13]([C:18]3[S:22][C:21]4[CH:23]=[CH:24][C:25]([F:27])=[CH:26][C:20]=4[C:19]=3[CH3:28])=[C:14]([CH3:16])[N:15]=2)[N:9]=[C:10]([CH3:12])[CH:11]=1)[CH2:4][CH3:5])[CH3:2]. (3) Given the reactants [NH2:1][C@@H:2]1[CH2:7][CH2:6][CH2:5][N:4]([C:8]2[C:13]([F:14])=[CH:12][CH:11]=[CH:10][C:9]=2[NH:15][C:16]([C:18]2[NH:19][CH:20]=[C:21]([Br:23])[N:22]=2)=[O:17])[CH2:3]1.C[Si]([N:28]=[C:29]=[O:30])(C)C.C(N(CC)CC)C.CO, predict the reaction product. The product is: [NH2:28][C:29]([NH:1][C@@H:2]1[CH2:7][CH2:6][CH2:5][N:4]([C:8]2[C:13]([F:14])=[CH:12][CH:11]=[CH:10][C:9]=2[NH:15][C:16]([C:18]2[NH:19][CH:20]=[C:21]([Br:23])[N:22]=2)=[O:17])[CH2:3]1)=[O:30]. (4) Given the reactants C([O:3][C:4]([C:6]1[S:10][C:9]([C:11]2[CH:16]=[CH:15][C:14]([C:17]([F:20])([F:19])[F:18])=[CH:13][CH:12]=2)=[N:8][CH:7]=1)=O)C.[H-].[H-].[H-].[H-].[Li+].[Al+3], predict the reaction product. The product is: [F:20][C:17]([F:18])([F:19])[C:14]1[CH:13]=[CH:12][C:11]([C:9]2[S:10][C:6]([CH2:4][OH:3])=[CH:7][N:8]=2)=[CH:16][CH:15]=1.